The task is: Predict which catalyst facilitates the given reaction.. This data is from Catalyst prediction with 721,799 reactions and 888 catalyst types from USPTO. Reactant: [C:1]([O:5][C:6](=[O:20])[NH:7][C@H:8]1[C:14](=[O:15])[NH:13][C:12]2[CH:16]=[CH:17][CH:18]=[CH:19][C:11]=2[O:10][CH2:9]1)([CH3:4])([CH3:3])[CH3:2].CC(N)(CC(N[C@H]1C(=O)N(CC2C=CC(C3C(C4N=NNN=4)=CC=CC=3)=CC=2)C2C(=CC=CC=2)CC1)=O)C.[Cl:59]N1C(=O)CCC1=O. Product: [C:1]([O:5][C:6](=[O:20])[NH:7][C@H:8]1[C:14](=[O:15])[NH:13][C:12]2[CH:16]=[CH:17][C:18]([Cl:59])=[CH:19][C:11]=2[O:10][CH2:9]1)([CH3:4])([CH3:2])[CH3:3]. The catalyst class is: 204.